Dataset: Experimentally validated miRNA-target interactions with 360,000+ pairs, plus equal number of negative samples. Task: Binary Classification. Given a miRNA mature sequence and a target amino acid sequence, predict their likelihood of interaction. The miRNA is hsa-miR-4790-5p with sequence AUCGCUUUACCAUUCAUGUU. The protein sequence of the target gene is MAVSCSLNHSTYLQRQNLVCYLRNPHYGSLIYADGHGEVWTDWNDMSKFLQYGWRCTTNENSYSNRTLVGNWNQERYDLKNIVKPKPLPSQFGHAFETTYDANYSRKKPQSTHRFKREPHWFPGHQPELDPPHYKCTAKSTYMTNYSEPQPTHYSCCVYDPSVSQS. Result: 0 (no interaction).